From a dataset of Full USPTO retrosynthesis dataset with 1.9M reactions from patents (1976-2016). Predict the reactants needed to synthesize the given product. (1) Given the product [OH:14][C:4]([CH3:10])([CH3:9])[CH2:5][C@H:6]1[CH2:7][O:18][C:17](=[O:16])[NH:21]1, predict the reactants needed to synthesize it. The reactants are: C[Mg]Br.[C:4]1([CH3:10])[CH:9]=C[CH:7]=[CH:6][CH:5]=1.C1C[O:14]CC1.[O:16]=[C:17]1[NH:21][C@@H](CC(OCC2C=CC=CC=2)=O)C[O:18]1. (2) The reactants are: [CH2:1]([C:3]1(C(O)=O)[CH2:7][CH:6]=[CH:5][CH2:4]1)[CH3:2].CC[N:13]([CH:17](C)C)C(C)C.C1(P(N=[N+]=[N-])(C2C=CC=CC=2)=[O:27])C=CC=CC=1.[CH2:37]([OH:44])[C:38]1[CH:43]=[CH:42][CH:41]=[CH:40][CH:39]=1. Given the product [CH2:1]([C:3]1([NH:13][C:17](=[O:27])[O:44][CH2:37][C:38]2[CH:43]=[CH:42][CH:41]=[CH:40][CH:39]=2)[CH2:4][CH:5]=[CH:6][CH2:7]1)[CH3:2], predict the reactants needed to synthesize it. (3) Given the product [Br:1][C:2]1[CH:8]=[CH:7][C:5]([NH:6][C:11](=[O:12])[O:13][CH3:14])=[C:4]([I:9])[CH:3]=1, predict the reactants needed to synthesize it. The reactants are: [Br:1][C:2]1[CH:8]=[CH:7][C:5]([NH2:6])=[C:4]([I:9])[CH:3]=1.Cl[C:11]([O:13][CH3:14])=[O:12]. (4) Given the product [Br:18][C:19]1[CH:24]=[C:23]2[C:22]([CH:33]=[C:15]([C:9]3[CH:10]=[C:11]([F:14])[CH:12]=[CH:13][C:8]=3[Cl:7])[CH:16]=[N:25]2)=[CH:21][N:20]=1, predict the reactants needed to synthesize it. The reactants are: CC(C)([O-])C.[K+].[Cl:7][C:8]1[CH:13]=[CH:12][C:11]([F:14])=[CH:10][C:9]=1[CH2:15][CH:16]=O.[Br:18][C:19]1[CH:24]=[C:23]([NH:25]C(=O)OC(C)(C)C)[C:22]([CH:33]=O)=[CH:21][N:20]=1.Cl. (5) Given the product [Cl:6][C:7]1[CH:8]=[CH:9][C:10]([CH:13]([NH2:22])[C:14]2[CH:19]=[CH:18][C:17]([CH:20]3[O:4][CH2:1][CH2:2][O:3]3)=[CH:16][CH:15]=2)=[CH:11][CH:12]=1, predict the reactants needed to synthesize it. The reactants are: [CH2:1]([OH:4])[CH2:2][OH:3].Cl.[Cl:6][C:7]1[CH:12]=[CH:11][C:10]([C@H:13]([NH2:22])[C:14]2[CH:19]=[CH:18][C:17]([CH:20]=O)=[CH:16][CH:15]=2)=[CH:9][CH:8]=1.O.C1(C)C=CC(S(O)(=O)=O)=CC=1.